This data is from Full USPTO retrosynthesis dataset with 1.9M reactions from patents (1976-2016). The task is: Predict the reactants needed to synthesize the given product. (1) Given the product [Br:1][C:2]1[CH:3]=[C:4]([NH:9][C:11](=[O:12])[O:13][CH3:14])[C:5]([Cl:8])=[N:6][CH:7]=1, predict the reactants needed to synthesize it. The reactants are: [Br:1][C:2]1[CH:3]=[C:4]([NH2:9])[C:5]([Cl:8])=[N:6][CH:7]=1.Cl[C:11]([O:13][CH3:14])=[O:12]. (2) Given the product [F:12][C:9]1[CH:10]=[CH:11][C:6]([CH:5]=[CH:4][C:3]([OH:18])=[O:2])=[C:7]([NH:13][CH2:14][CH2:15][CH2:16][CH3:17])[CH:8]=1, predict the reactants needed to synthesize it. The reactants are: C[O:2][C:3](=[O:18])[CH:4]=[CH:5][C:6]1[CH:11]=[CH:10][C:9]([F:12])=[CH:8][C:7]=1[NH:13][CH2:14][CH2:15][CH2:16][CH3:17].[Li+].[OH-]. (3) Given the product [CH3:10][C:2]([C:11]1[S:12][C:13]([C:16]2[CH:21]=[C:20]([NH:22][C:23]3[N:28]=[C:27]([C:29]([F:31])([F:32])[F:30])[CH:26]=[CH:25][N:24]=3)[CH:19]=[C:18]([CH3:33])[CH:17]=2)=[CH:14][N:15]=1)([CH3:1])[C:3]([OH:5])=[O:4], predict the reactants needed to synthesize it. The reactants are: [CH3:1][C:2]([C:11]1[S:12][C:13]([C:16]2[CH:21]=[C:20]([NH:22][C:23]3[N:28]=[C:27]([C:29]([F:32])([F:31])[F:30])[CH:26]=[CH:25][N:24]=3)[CH:19]=[C:18]([CH3:33])[CH:17]=2)=[CH:14][N:15]=1)([CH3:10])[C:3]([O:5]C(C)(C)C)=[O:4].Cl. (4) Given the product [CH3:4][C:16]1[CH:15]=[C:17]([CH:18]=[CH:33][CH:34]=1)[CH:22]=[N:31][NH:32][C:2]1[CH:7]=[C:6]([N:8]2[CH2:13][CH2:12][O:11][CH2:10][CH2:9]2)[N:5]2[N:14]=[C:15]([C:17]3[CH:22]=[CH:21][CH:20]=[CH:19][C:18]=3[CH3:23])[CH:16]=[C:4]2[N:3]=1, predict the reactants needed to synthesize it. The reactants are: Cl[C:2]1[CH:7]=[C:6]([N:8]2[CH2:13][CH2:12][O:11][CH2:10][CH2:9]2)[N:5]2[N:14]=[C:15]([C:17]3[CH:22]=[CH:21][CH:20]=[CH:19][C:18]=3[CH3:23])[CH:16]=[C:4]2[N:3]=1.C(=O)([O-])[O-].[K+].[K+].O.[NH2:31][NH2:32].[CH2:33](O)[CH3:34]. (5) Given the product [CH3:1][C:2]1[N:6]([C:7]2[CH:12]=[CH:11][CH:10]=[CH:9][C:8]=2[O:13][CH3:14])[N:5]=[N:4][C:3]=1[C:15]([NH:25][C:23]1[CH:22]=[CH:21][CH:20]=[C:19]([CH3:18])[N:24]=1)=[O:17], predict the reactants needed to synthesize it. The reactants are: [CH3:1][C:2]1[N:6]([C:7]2[CH:12]=[CH:11][CH:10]=[CH:9][C:8]=2[O:13][CH3:14])[N:5]=[N:4][C:3]=1[C:15]([OH:17])=O.[CH3:18][C:19]1[N:24]=[C:23]([NH2:25])[CH:22]=[CH:21][CH:20]=1.